Dataset: Full USPTO retrosynthesis dataset with 1.9M reactions from patents (1976-2016). Task: Predict the reactants needed to synthesize the given product. (1) The reactants are: Br[C:2]1[CH:3]=[C:4]([CH:21]=[C:22]([Cl:24])[CH:23]=1)[CH2:5][O:6][C:7]1[CH:12]=[CH:11][CH:10]=[CH:9][C:8]=1[CH2:13][C:14]([O:16][C:17]([CH3:20])([CH3:19])[CH3:18])=[O:15].[CH2:25]([Sn](CCCC)(CCCC)CCCC)[CH:26]=[CH2:27]. Given the product [CH2:27]([C:2]1[CH:3]=[C:4]([CH:21]=[C:22]([Cl:24])[CH:23]=1)[CH2:5][O:6][C:7]1[CH:12]=[CH:11][CH:10]=[CH:9][C:8]=1[CH2:13][C:14]([O:16][C:17]([CH3:20])([CH3:19])[CH3:18])=[O:15])[CH:26]=[CH2:25], predict the reactants needed to synthesize it. (2) Given the product [CH2:18]([O:25][C:26](=[O:40])[C@@H:27]([NH:28][C:2]([O:4][CH2:5][Cl:6])=[O:3])[CH2:29][C:30]([O:32][CH2:33][C:34]1[CH:39]=[CH:38][CH:37]=[CH:36][CH:35]=1)=[O:31])[C:19]1[CH:20]=[CH:21][CH:22]=[CH:23][CH:24]=1, predict the reactants needed to synthesize it. The reactants are: Cl[C:2]([O:4][CH2:5][Cl:6])=[O:3].S(C1C=CC(C)=CC=1)(O)(=O)=O.[CH2:18]([O:25][C:26](=[O:40])[C@H:27]([CH2:29][C:30]([O:32][CH2:33][C:34]1[CH:39]=[CH:38][CH:37]=[CH:36][CH:35]=1)=[O:31])[NH2:28])[C:19]1[CH:24]=[CH:23][CH:22]=[CH:21][CH:20]=1.CCN(CC)CC. (3) Given the product [OH:4][C@@H:3]([CH3:5])[C@@H:2]([NH:1][C:21]([O:20][CH2:14][CH2:15][CH2:16][CH2:17][CH2:18][CH3:19])=[O:22])[C:6]([OH:8])=[O:7], predict the reactants needed to synthesize it. The reactants are: [NH2:1][C@@H:2]([C:6]([OH:8])=[O:7])[C@H:3]([CH3:5])[OH:4].C([O-])(O)=O.[Na+].[CH2:14]([O:20][C:21](N1C=CC=CC1=O)=[O:22])[CH2:15][CH2:16][CH2:17][CH2:18][CH3:19]. (4) Given the product [CH3:1][N:2]1[C:6]([C:12]([OH:14])=[O:13])=[N:5][CH:4]=[N:3]1, predict the reactants needed to synthesize it. The reactants are: [CH3:1][N:2]1[CH:6]=[N:5][CH:4]=[N:3]1.C([Li])CCC.[C:12](=[O:14])=[O:13]. (5) The reactants are: C[O:2][C:3](=[O:46])[C:4]1[CH:9]=[CH:8][CH:7]=[C:6]([C:10]2[O:11][C:12]([C:15]3[N:16]([O:38]CC4C=CC=CC=4)[CH:17]([CH:32]4[CH2:37][CH2:36][CH2:35][CH2:34][CH2:33]4)[NH:18][C:19]=3[CH2:20][O:21][C:22]34[CH2:31][CH:26]5[CH2:27][CH:28]([CH2:30][CH:24]([CH2:25]5)[CH2:23]3)[CH2:29]4)=[N:13][N:14]=2)[CH:5]=1.COC(=O)C1C=CC=C(C(NNC(C2N(OCC3C=CC=CC=3)C(C3CCCCC3)NC=2COC23CC4CC(CC(C4)C2)C3)=O)=O)C=1. Given the product [C:22]12([O:21][CH2:20][C:19]3[NH:18][CH:17]([CH:32]4[CH2:37][CH2:36][CH2:35][CH2:34][CH2:33]4)[N:16]([OH:38])[C:15]=3[C:12]3[O:11][C:10]([C:6]4[CH:5]=[C:4]([CH:9]=[CH:8][CH:7]=4)[C:3]([OH:46])=[O:2])=[N:14][N:13]=3)[CH2:23][CH:24]3[CH2:30][CH:28]([CH2:27][CH:26]([CH2:25]3)[CH2:31]1)[CH2:29]2, predict the reactants needed to synthesize it. (6) Given the product [CH3:1][O:2][C:3](=[O:13])[CH2:4][CH2:5][C:6]1[CH:11]=[CH:10][CH:9]=[C:8]([NH2:12])[CH:7]=1, predict the reactants needed to synthesize it. The reactants are: [CH3:1][O:2][C:3](=[O:13])[CH:4]=[CH:5][C:6]1[CH:11]=[CH:10][CH:9]=[C:8]([NH2:12])[CH:7]=1. (7) Given the product [CH3:49][N:50]([CH3:56])[C@@H:51]1[CH2:55][CH2:54][N:53]([C:13]([NH:12][C:8]2[CH:7]=[C:6]([O:5][C:4]3[CH:31]=[CH:32][C:33]([NH:34][C:35]([C:37]4([C:40]([NH:41][C:42]5[CH:43]=[CH:44][CH:45]=[CH:46][CH:47]=5)=[O:48])[CH2:39][CH2:38]4)=[O:36])=[C:2]([F:1])[CH:3]=3)[CH:11]=[CH:10][N:9]=2)=[O:14])[CH2:52]1, predict the reactants needed to synthesize it. The reactants are: [F:1][C:2]1[CH:3]=[C:4]([CH:31]=[CH:32][C:33]=1[NH:34][C:35]([C:37]1([C:40](=[O:48])[NH:41][C:42]2[CH:47]=[CH:46][CH:45]=[CH:44][CH:43]=2)[CH2:39][CH2:38]1)=[O:36])[O:5][C:6]1[CH:11]=[CH:10][N:9]=[C:8]([N:12](C(OC2C=CC=CC=2)=O)[C:13](=O)[O:14]C2C=CC=CC=2)[CH:7]=1.[CH3:49][N:50]([CH3:56])[CH:51]1[CH2:55][CH2:54][NH:53][CH2:52]1. (8) Given the product [NH2:20][C:13]1[C:14]2[O:18][CH:17]([CH3:19])[CH2:16][C:15]=2[C:10]2[C:9]([C:24]([NH:26][CH3:27])=[O:25])=[C:8]([C:5]3[CH:4]=[CH:3][C:2]([F:1])=[CH:7][CH:6]=3)[O:23][C:11]=2[CH:12]=1, predict the reactants needed to synthesize it. The reactants are: [F:1][C:2]1[CH:7]=[CH:6][C:5]([C:8]2[O:23][C:11]3[CH:12]=[C:13]([N+:20]([O-])=O)[C:14]4[O:18][CH:17]([CH3:19])[CH2:16][C:15]=4[C:10]=3[C:9]=2[C:24]([NH:26][CH3:27])=[O:25])=[CH:4][CH:3]=1.